Dataset: Full USPTO retrosynthesis dataset with 1.9M reactions from patents (1976-2016). Task: Predict the reactants needed to synthesize the given product. (1) Given the product [CH3:22][Si:23]([C:26]#[C:27][C:2]1[CH:3]=[CH:4][C:5]2[CH:9]=[C:8]([C:10]([O:12][CH3:13])=[O:11])[S:7][C:6]=2[CH:14]=1)([CH3:25])[CH3:24], predict the reactants needed to synthesize it. The reactants are: Br[C:2]1[CH:3]=[CH:4][C:5]2[CH:9]=[C:8]([C:10]([O:12][CH3:13])=[O:11])[S:7][C:6]=2[CH:14]=1.C(NC(C)C)(C)C.[CH3:22][Si:23]([C:26]#[CH:27])([CH3:25])[CH3:24]. (2) The reactants are: [CH3:1][O:2][C:3]1[CH:12]=[CH:11][CH:10]=[C:9]2[C:4]=1[C:5]1[CH:26]=[CH:25][C:24]([NH:27][S:28]([CH3:31])(=[O:30])=[O:29])=[CH:23][C:6]=1[CH:7]([C:13]1[S:14][C:15]([C:18]#[C:19][CH2:20][O:21][CH3:22])=[CH:16][CH:17]=1)[O:8]2. Given the product [CH3:1][O:2][C:3]1[CH:12]=[CH:11][CH:10]=[C:9]2[C:4]=1[C:5]1[CH:26]=[CH:25][C:24]([NH:27][S:28]([CH3:31])(=[O:29])=[O:30])=[CH:23][C:6]=1[CH:7]([C:13]1[S:14][C:15]([CH2:18][CH2:19][CH2:20][O:21][CH3:22])=[CH:16][CH:17]=1)[O:8]2, predict the reactants needed to synthesize it. (3) Given the product [CH2:3]([C:5]([OH:58])([CH2:56][CH3:57])[CH2:6][CH2:7][NH:8][C@:9]12[CH2:52][CH2:51][C@@H:50]([C:53]([CH3:55])=[CH2:54])[C@@H:10]1[C@@H:11]1[C@@:24]([CH3:27])([CH2:25][CH2:26]2)[C@@:23]2([CH3:28])[C@@H:14]([C@:15]3([CH3:49])[C@@H:20]([CH2:21][CH2:22]2)[C:19]([CH3:29])([CH3:30])[C:18]([C:31]2[CH2:36][CH2:35][C@@:34]([CH2:47][F:48])([C:37]([OH:39])=[O:38])[CH2:33][CH:32]=2)=[CH:17][CH2:16]3)[CH2:13][CH2:12]1)[CH3:4], predict the reactants needed to synthesize it. The reactants are: [OH-].[Na+].[CH2:3]([C:5]([OH:58])([CH2:56][CH3:57])[CH2:6][CH2:7][NH:8][C@:9]12[CH2:52][CH2:51][C@@H:50]([C:53]([CH3:55])=[CH2:54])[C@@H:10]1[C@@H:11]1[C@@:24]([CH3:27])([CH2:25][CH2:26]2)[C@@:23]2([CH3:28])[C@@H:14]([C@:15]3([CH3:49])[C@@H:20]([CH2:21][CH2:22]2)[C:19]([CH3:30])([CH3:29])[C:18]([C:31]2[CH2:36][CH2:35][C@@:34]([CH2:47][F:48])([C:37]([O:39]CC4C=CC=CC=4)=[O:38])[CH2:33][CH:32]=2)=[CH:17][CH2:16]3)[CH2:13][CH2:12]1)[CH3:4]. (4) Given the product [Cl:17][C:14]1[CH:15]=[C:16]2[NH:8][C:9](=[O:35])[C:10]3([CH:18]([C:19]4[CH:24]=[C:23]([F:25])[CH:22]=[CH:21][C:20]=4[O:26][C:27]([C:30]([O:32][CH2:33][CH3:34])=[O:31])([CH3:28])[CH3:29])[CH2:46][C:45](=[O:47])[NH:44][CH:43]3[C:41]3[CH:42]=[C:37]([F:36])[CH:38]=[CH:39][C:40]=3[CH3:52])[C:11]2=[CH:12][CH:13]=1, predict the reactants needed to synthesize it. The reactants are: C(OC([N:8]1[C:16]2[C:11](=[CH:12][CH:13]=[C:14]([Cl:17])[CH:15]=2)/[C:10](=[CH:18]/[C:19]2[CH:24]=[C:23]([F:25])[CH:22]=[CH:21][C:20]=2[O:26][C:27]([C:30]([O:32][CH2:33][CH3:34])=[O:31])([CH3:29])[CH3:28])/[C:9]1=[O:35])=O)(C)(C)C.[F:36][C:37]1[CH:38]=[CH:39][C:40]([CH3:52])=[C:41]([CH:43]=[N:44][C:45]([O:47][Si](C)(C)C)=[CH2:46])[CH:42]=1. (5) Given the product [Cl:12][C:13]1[CH:14]=[C:15]([C:24]2[C:33]3[C:28](=[CH:29][C:30]4[C:35]([NH2:36])=[N:10][O:11][C:31]=4[CH:32]=3)[CH:27]=[CH:26][N:25]=2)[CH:16]=[N:17][C:18]=1[O:19][CH2:20][CH:21]([CH3:23])[CH3:22], predict the reactants needed to synthesize it. The reactants are: CC([O-])(C)C.[K+].CC(=[N:10][OH:11])C.[Cl:12][C:13]1[CH:14]=[C:15]([C:24]2[C:33]3[C:28](=[CH:29][C:30]([C:35]#[N:36])=[C:31](F)[CH:32]=3)[CH:27]=[CH:26][N:25]=2)[CH:16]=[N:17][C:18]=1[O:19][CH2:20][CH:21]([CH3:23])[CH3:22]. (6) Given the product [CH:33]1[C:32]2[CH:31]([O:22][C:21](=[O:24])[N:1]([CH3:53])[C@@H:2]([CH2:10][C:11]3[CH:12]=[CH:13][C:14]([O:17][CH2:18][C:19]#[CH:20])=[CH:15][CH:16]=3)[C:3]([NH:5][S:6]([CH3:9])(=[O:8])=[O:7])=[O:4])[C:43]3[C:38](=[CH:39][CH:40]=[CH:41][CH:42]=3)[C:37]=2[CH:36]=[CH:35][CH:34]=1, predict the reactants needed to synthesize it. The reactants are: [NH2:1][C@@H:2]([CH2:10][C:11]1[CH:16]=[CH:15][C:14]([O:17][CH2:18][C:19]#[CH:20])=[CH:13][CH:12]=1)[C:3]([NH:5][S:6]([CH3:9])(=[O:8])=[O:7])=[O:4].[C:21](=[O:24])([O-])[O-:22].[Na+].[Na+].C(ON1C(=O)CCC1=O)(OC[CH:31]1[C:43]2[C:38](=[CH:39][CH:40]=[CH:41][CH:42]=2)[C:37]2[C:32]1=[CH:33][CH:34]=[CH:35][CH:36]=2)=O.Cl.[CH2:53]1COCC1.O. (7) Given the product [CH3:25][C:26]1[C:27]2[CH:35]=[CH:34][CH:33]=[CH:32][C:28]=2[S:29][C:30]=1[NH:31][S:15]([N:18]1[CH2:23][CH2:22][CH2:21][CH2:20][CH2:19]1)(=[O:17])=[O:16], predict the reactants needed to synthesize it. The reactants are: [O-]S(C(F)(F)F)(=O)=O.C[N+]1C=CN([S:15]([N:18]2[CH2:23][CH2:22][CH2:21][CH2:20][CH2:19]2)(=[O:17])=[O:16])C=1.Cl.[CH3:25][C:26]1[C:27]2[CH:35]=[CH:34][CH:33]=[CH:32][C:28]=2[S:29][C:30]=1[NH2:31].